From a dataset of Forward reaction prediction with 1.9M reactions from USPTO patents (1976-2016). Predict the product of the given reaction. (1) Given the reactants [CH3:1][C:2]([CH3:37])([CH3:36])[C:3]([N:5]1[N:9]=[C:8]([NH:10][C:11](=[O:20])[CH:12]([C:14]2[CH:19]=[CH:18][CH:17]=[CH:16][CH:15]=2)[CH3:13])[S:7][C:6]1([CH2:27][CH2:28][CH2:29][C:30]([NH:32][CH2:33][CH2:34][OH:35])=[O:31])[C:21]1[CH:26]=[CH:25][CH:24]=[CH:23][CH:22]=1)=[O:4].N1C=CC=CC=1.[Si:44](Cl)([C:47]([CH3:50])([CH3:49])[CH3:48])([CH3:46])[CH3:45].Cl, predict the reaction product. The product is: [O:35]([CH2:34][CH2:33][NH:32][C:30](=[O:31])[CH2:29][CH2:28][CH2:27][C:6]1([C:21]2[CH:26]=[CH:25][CH:24]=[CH:23][CH:22]=2)[N:5]([C:3](=[O:4])[C:2]([CH3:36])([CH3:1])[CH3:37])[N:9]=[C:8]([NH:10][C:11](=[O:20])[CH:12]([C:14]2[CH:19]=[CH:18][CH:17]=[CH:16][CH:15]=2)[CH3:13])[S:7]1)[Si:44]([C:47]([CH3:50])([CH3:49])[CH3:48])([CH3:46])[CH3:45]. (2) Given the reactants C(N(CC)CC)C.[CH2:8]([O:10][C:11](=[O:16])[CH2:12][CH2:13][CH2:14]Br)[CH3:9].[CH3:17][C:18]1[C:27]([CH3:28])=[CH:26][C:21]2[N:22]=[C:23]([SH:25])[NH:24][C:20]=2[CH:19]=1, predict the reaction product. The product is: [CH2:8]([O:10][C:11](=[O:16])[CH2:12][CH2:13][CH2:14][S:25][C:23]1[NH:24][C:20]2[CH:19]=[C:18]([CH3:17])[C:27]([CH3:28])=[CH:26][C:21]=2[N:22]=1)[CH3:9]. (3) Given the reactants [Cl:1][C:2]1[CH:3]=[N+:4]([O-:37])[CH:5]=[C:6]([Cl:36])[C:7]=1[CH2:8][C@@H:9]([C:21]1[CH:26]=[CH:25][C:24]([O:27][CH:28]([F:30])[F:29])=[C:23]([O:31][CH2:32][CH:33]2[CH2:35][CH2:34]2)[CH:22]=1)[O:10][C:11](=[O:20])[C:12]1[CH:17]=[CH:16][C:15]([CH:18]=O)=[CH:14][CH:13]=1.[NH:38]1[CH2:43][CH2:42][CH:41]([OH:44])[CH2:40][CH2:39]1.[BH3-]C#N.[Na+].CC(O)=O, predict the reaction product. The product is: [Cl:36][C:6]1[CH:5]=[N+:4]([O-:37])[CH:3]=[C:2]([Cl:1])[C:7]=1[CH2:8][C@@H:9]([C:21]1[CH:26]=[CH:25][C:24]([O:27][CH:28]([F:29])[F:30])=[C:23]([O:31][CH2:32][CH:33]2[CH2:35][CH2:34]2)[CH:22]=1)[O:10][C:11](=[O:20])[C:12]1[CH:13]=[CH:14][C:15]([CH2:18][N:38]2[CH2:43][CH2:42][CH:41]([OH:44])[CH2:40][CH2:39]2)=[CH:16][CH:17]=1. (4) Given the reactants [F:1][C:2]1[CH:3]=[C:4]([CH:52]=[CH:53][CH:54]=1)[O:5][C:6]1([CH2:50][OH:51])[CH2:11][CH2:10][CH2:9][CH:8]([NH:12][C:13]([C:15]2[CH:16]=[C:17]3[C:21](=[CH:22][CH:23]=2)[N:20](C(C2C=CC=CC=2)(C2C=CC=CC=2)C2C=CC=CC=2)[N:19]=[C:18]3[C:43]2[CH:48]=[CH:47][N:46]=[C:45]([CH3:49])[CH:44]=2)=[O:14])[CH2:7]1.[SiH](CC)(CC)CC, predict the reaction product. The product is: [F:1][C:2]1[CH:3]=[C:4]([CH:52]=[CH:53][CH:54]=1)[O:5][C:6]1([CH2:50][OH:51])[CH2:11][CH2:10][CH2:9][CH:8]([NH:12][C:13]([C:15]2[CH:16]=[C:17]3[C:21](=[CH:22][CH:23]=2)[NH:20][N:19]=[C:18]3[C:43]2[CH:48]=[CH:47][N:46]=[C:45]([CH3:49])[CH:44]=2)=[O:14])[CH2:7]1. (5) Given the reactants [Cl:1][C:2]1[N:7]=[C:6](Cl)[CH:5]=[C:4]([CH3:9])[N:3]=1.[OH:10][CH:11]1[CH2:16][CH2:15][NH:14][CH2:13][CH2:12]1, predict the reaction product. The product is: [Cl:1][C:2]1[N:7]=[C:6]([N:14]2[CH2:15][CH2:16][CH:11]([OH:10])[CH2:12][CH2:13]2)[CH:5]=[C:4]([CH3:9])[N:3]=1.